Predict the product of the given reaction. From a dataset of Forward reaction prediction with 1.9M reactions from USPTO patents (1976-2016). (1) Given the reactants Cl[C:2]1[CH:7]=[C:6]([NH:8][C:9]2[CH:18]=[CH:17][CH:16]=[CH:15][C:10]=2[C:11]([NH:13][CH3:14])=[O:12])[C:5]([C:19]([CH3:21])=[CH2:20])=[CH:4][N:3]=1.[CH3:22][N:23]1[C:27]([NH2:28])=[CH:26][C:25]([CH3:29])=[N:24]1.C([O-])([O-])=O.[Cs+].[Cs+].C1C=CC(P(C2C(C3C(P(C4C=CC=CC=4)C4C=CC=CC=4)=CC=C4C=3C=CC=C4)=C3C(C=CC=C3)=CC=2)C2C=CC=CC=2)=CC=1, predict the reaction product. The product is: [CH3:22][N:23]1[C:27]([NH:28][C:2]2[CH:7]=[C:6]([NH:8][C:9]3[CH:18]=[CH:17][CH:16]=[CH:15][C:10]=3[C:11]([NH:13][CH3:14])=[O:12])[C:5]([C:19]([CH3:21])=[CH2:20])=[CH:4][N:3]=2)=[CH:26][C:25]([CH3:29])=[N:24]1. (2) Given the reactants C(N(CC)CC)C.[B-](F)(F)(F)F.CN(C(ON1C(=O)CCC1=O)=[N+](C)C)C.[CH3:28][O:29][C:30]1[CH:35]=[CH:34][C:33]([C:36]2[CH:41]=[CH:40][N:39]=[C:38]3[NH:42][C:43]([C:45]4[CH:53]=[CH:52][C:48]([C:49]([OH:51])=O)=[CH:47][CH:46]=4)=[N:44][C:37]=23)=[CH:32][CH:31]=1.Cl.[F:55][C:56]1([F:61])[CH2:60][CH2:59][NH:58][CH2:57]1, predict the reaction product. The product is: [F:55][C:56]1([F:61])[CH2:60][CH2:59][N:58]([C:49]([C:48]2[CH:52]=[CH:53][C:45]([C:43]3[NH:42][C:38]4=[N:39][CH:40]=[CH:41][C:36]([C:33]5[CH:32]=[CH:31][C:30]([O:29][CH3:28])=[CH:35][CH:34]=5)=[C:37]4[N:44]=3)=[CH:46][CH:47]=2)=[O:51])[CH2:57]1. (3) Given the reactants C[O:2][C:3]([C:5]1[S:6][C:7]([C:19]([O:21]C)=[O:20])=[C:8]2[C:13]=1[O:12][CH2:11][CH:10]([CH2:14][O:15]C(=O)C)[O:9]2)=[O:4].[OH-].[K+].O, predict the reaction product. The product is: [OH:15][CH2:14][CH:10]1[O:9][C:8]2=[C:7]([C:19]([OH:21])=[O:20])[S:6][C:5]([C:3]([OH:4])=[O:2])=[C:13]2[O:12][CH2:11]1. (4) Given the reactants [ClH:1].[NH2:2][C@H:3]([C:12]([OH:14])=[O:13])[CH2:4][CH2:5][C:6]1[CH:11]=[CH:10][CH:9]=[CH:8][CH:7]=1.[CH2:15](O)[CH3:16], predict the reaction product. The product is: [ClH:1].[CH2:15]([O:13][C:12](=[O:14])[C@H:3]([CH2:4][CH2:5][C:6]1[CH:7]=[CH:8][CH:9]=[CH:10][CH:11]=1)[NH2:2])[CH3:16]. (5) Given the reactants [BH4-].[Na+].[C:3]([O:7][C:8]([N:10]1[CH2:15][CH2:14][CH:13]([C:16](=[O:26])[CH2:17][C:18]2[C:23]([Br:24])=[CH:22][N:21]=[C:20]([Cl:25])[CH:19]=2)[CH2:12][CH2:11]1)=[O:9])([CH3:6])([CH3:5])[CH3:4].C(O)(=O)CC(CC(O)=O)(C(O)=O)O, predict the reaction product. The product is: [C:3]([O:7][C:8]([N:10]1[CH2:11][CH2:12][CH:13]([CH:16]([OH:26])[CH2:17][C:18]2[C:23]([Br:24])=[CH:22][N:21]=[C:20]([Cl:25])[CH:19]=2)[CH2:14][CH2:15]1)=[O:9])([CH3:6])([CH3:4])[CH3:5]. (6) Given the reactants [N+:1]([C:4]1[CH:12]=[C:11]([C:13]2[C:18]([C:19]([F:22])([F:21])[F:20])=[CH:17][CH:16]=[CH:15][N:14]=2)[CH:10]=[CH:9][C:5]=1[C:6]([OH:8])=O)([O-:3])=[O:2].Cl.[CH3:24][NH:25][O:26][CH3:27].CCN=C=NCCCN(C)C.C(N(CC)CC)C.C(=O)(O)[O-].[Na+], predict the reaction product. The product is: [CH3:27][O:26][N:25]([CH3:24])[C:6](=[O:8])[C:5]1[CH:9]=[CH:10][C:11]([C:13]2[C:18]([C:19]([F:21])([F:22])[F:20])=[CH:17][CH:16]=[CH:15][N:14]=2)=[CH:12][C:4]=1[N+:1]([O-:3])=[O:2]. (7) Given the reactants [Cl:1][C:2]1[CH:3]=[C:4]([NH:9][C:10]2[C:19]3[C:14](=[CH:15][C:16]([O:21][CH2:22][CH3:23])=[C:17]([OH:20])[CH:18]=3)[N:13]=[CH:12][N:11]=2)[CH:5]=[CH:6][C:7]=1[F:8].N1C=CC=CC=1.[F:30][C:31]([F:44])([F:43])[S:32](O[S:32]([C:31]([F:44])([F:43])[F:30])(=[O:34])=[O:33])(=[O:34])=[O:33], predict the reaction product. The product is: [Cl:1][C:2]1[CH:3]=[C:4]([NH:9][C:10]2[C:19]3[C:14](=[CH:15][C:16]([O:21][CH2:22][CH3:23])=[C:17]([O:20][S:32]([C:31]([F:44])([F:43])[F:30])(=[O:34])=[O:33])[CH:18]=3)[N:13]=[CH:12][N:11]=2)[CH:5]=[CH:6][C:7]=1[F:8]. (8) Given the reactants [N:1]1[CH:6]=[CH:5][CH:4]=[C:3]([C:7](=NN)[CH3:8])[CH:2]=1.[OH-].[K+].[CH2:13]([N:19]1[C:23](=[O:24])[CH:22]=[CH:21][C:20]1=[O:25])[CH2:14][CH2:15][CH2:16][CH2:17][CH3:18], predict the reaction product. The product is: [NH3:1].[CH2:13]([N:19]1[C:20](=[O:25])[CH:21]2[CH:22]([C:7]2([CH3:8])[C:3]2[CH:2]=[N:1][CH:6]=[CH:5][CH:4]=2)[C:23]1=[O:24])[CH2:14][CH2:15][CH2:16][CH2:17][CH3:18]. (9) Given the reactants [C:1]([C:5]1[N:6]=[C:7](Cl)[C:8]2[N:9]([C:11](=[O:14])[NH:12][N:13]=2)[CH:10]=1)([CH3:4])([CH3:3])[CH3:2].Cl.[C:17]1([CH3:27])[CH:22]=[CH:21][C:20]([O:23][CH2:24][CH2:25][NH2:26])=[CH:19][CH:18]=1, predict the reaction product. The product is: [C:1]([C:5]1[N:6]=[C:7]([NH:26][CH2:25][CH2:24][O:23][C:20]2[CH:21]=[CH:22][C:17]([CH3:27])=[CH:18][CH:19]=2)[C:8]2[N:9]([C:11](=[O:14])[NH:12][N:13]=2)[CH:10]=1)([CH3:4])([CH3:3])[CH3:2].